This data is from Forward reaction prediction with 1.9M reactions from USPTO patents (1976-2016). The task is: Predict the product of the given reaction. (1) Given the reactants [O:1]=[C:2]1[C:6]2([CH2:11][CH2:10][N:9]([C:12]([O:14][CH2:15][C:16]3[CH:21]=[CH:20][CH:19]=[CH:18][CH:17]=3)=[O:13])[CH2:8][CH2:7]2)[CH:5]([C:22]2[CH:27]=[CH:26][CH:25]=[CH:24][CH:23]=2)[CH2:4][NH:3]1.C[Si]([N-][Si](C)(C)C)(C)C.[Li+].O1CCCC1.Br[CH2:44][C:45]1[CH:46]=[C:47]([CH:52]=[CH:53][CH:54]=1)[C:48]([O:50][CH3:51])=[O:49], predict the reaction product. The product is: [CH3:51][O:50][C:48]([C:47]1[CH:46]=[C:45]([CH:54]=[CH:53][CH:52]=1)[CH2:44][N:3]1[CH2:4][CH:5]([C:22]2[CH:27]=[CH:26][CH:25]=[CH:24][CH:23]=2)[C:6]2([CH2:11][CH2:10][N:9]([C:12]([O:14][CH2:15][C:16]3[CH:17]=[CH:18][CH:19]=[CH:20][CH:21]=3)=[O:13])[CH2:8][CH2:7]2)[C:2]1=[O:1])=[O:49]. (2) Given the reactants [CH3:1][C:2]([CH3:40])([CH3:39])[C:3]([C:5]1[C:13]2[C:8](=[N:9][CH:10]=[C:11]([C:14]3[CH:15]=[C:16]([N:20]4[CH2:24][CH2:23][C:22]([CH2:26][O:27]C(=O)C)([CH3:25])[CH2:21]4)[CH:17]=[CH:18][CH:19]=3)[N:12]=2)[N:7](COCC[Si](C)(C)C)[CH:6]=1)=[O:4].C([O-])(=O)C.CO.O, predict the reaction product. The product is: [OH:27][CH2:26][C:22]1([CH3:25])[CH2:23][CH2:24][N:20]([C:16]2[CH:15]=[C:14]([C:11]3[N:12]=[C:13]4[C:5]([C:3](=[O:4])[C:2]([CH3:39])([CH3:1])[CH3:40])=[CH:6][NH:7][C:8]4=[N:9][CH:10]=3)[CH:19]=[CH:18][CH:17]=2)[CH2:21]1. (3) The product is: [NH2:1][CH2:2][CH2:3][CH2:4][NH:5][S:18]([C:15]1[CH:16]=[CH:17][C:12]([O:11][C:10]2[CH:22]=[CH:23][C:7]([F:6])=[CH:8][CH:9]=2)=[CH:13][CH:14]=1)(=[O:19])=[O:20]. Given the reactants [NH2:1][CH2:2][CH2:3][CH2:4][NH2:5].[F:6][C:7]1[CH:23]=[CH:22][C:10]([O:11][C:12]2[CH:17]=[CH:16][C:15]([S:18](Cl)(=[O:20])=[O:19])=[CH:14][CH:13]=2)=[CH:9][CH:8]=1, predict the reaction product.